From a dataset of Forward reaction prediction with 1.9M reactions from USPTO patents (1976-2016). Predict the product of the given reaction. (1) Given the reactants [C:1]([O:4][CH:5]([C:36]1[CH:44]=[C:43]2[C:39]([CH:40]=[N:41][N:42]2[CH2:45][CH2:46][CH2:47][O:48][CH3:49])=[CH:38][CH:37]=1)[C@H:6]([CH:33]([CH3:35])[CH3:34])[CH2:7][C@H:8]1[C@H:12]([CH2:13][NH:14][C:15](=[O:23])[C:16]([CH3:22])([CH3:21])[CH2:17][CH2:18][CH2:19][CH3:20])[O:11]C(C)(C)[N:9]1C(OC(C)(C)C)=O)(=[O:3])[CH3:2].C(O)(C(F)(F)F)=O.C(Cl)Cl, predict the reaction product. The product is: [C:1]([O:4][CH:5]([C:36]1[CH:44]=[C:43]2[C:39]([CH:40]=[N:41][N:42]2[CH2:45][CH2:46][CH2:47][O:48][CH3:49])=[CH:38][CH:37]=1)[C@H:6]([CH:33]([CH3:34])[CH3:35])[CH2:7][C@H:8]([NH2:9])[C@@H:12]([OH:11])[CH2:13][NH:14][C:15](=[O:23])[C:16]([CH3:22])([CH3:21])[CH2:17][CH2:18][CH2:19][CH3:20])(=[O:3])[CH3:2]. (2) Given the reactants [N:1]([CH2:4][CH2:5][NH:6][C:7](=[O:21])[CH2:8][CH2:9][CH2:10][CH2:11][CH2:12][CH2:13][CH2:14][CH2:15][CH2:16][CH2:17][CH2:18][CH2:19][CH3:20])=[N+:2]=[N-:3].N([CH2:25][CH2:26]N)=[N+]=[N-].C(N(CC)CC)C, predict the reaction product. The product is: [N:1]([CH2:4][CH2:5][NH:6][C:7](=[O:21])[CH2:8][CH2:9][CH2:10][CH2:11][CH2:12][CH2:13][CH2:14][CH2:15][CH2:16][CH2:17][CH2:18][CH2:19][CH2:20][CH2:25][CH3:26])=[N+:2]=[N-:3]. (3) The product is: [O:18]=[C:16]1[C:15]2[C:14](=[CH:22][CH:21]=[CH:20][CH:19]=2)[C:13](=[O:23])[N:17]1[CH2:2][C:3]1[N:7]([CH3:8])[C:6]([C:9]([O:11][CH3:12])=[O:10])=[CH:5][CH:4]=1. Given the reactants O[CH2:2][C:3]1[N:7]([CH3:8])[C:6]([C:9]([O:11][CH3:12])=[O:10])=[CH:5][CH:4]=1.[C:13]1(=[O:23])[NH:17][C:16](=[O:18])[C:15]2=[CH:19][CH:20]=[CH:21][CH:22]=[C:14]12.C1(P(C2C=CC=CC=2)C2C=CC=CC=2)C=CC=CC=1.N(C(OCC)=O)=NC(OCC)=O, predict the reaction product. (4) Given the reactants [O:1]=[C:2]1[CH2:7][CH2:6][CH2:5][CH2:4][C:3]1=[CH:8][O-].[Na+].[C:11]([CH2:13][C:14]([NH2:16])=[O:15])#[N:12].N1CCCCC1, predict the reaction product. The product is: [OH:1][C:2]12[NH:16][C:14](=[O:15])[CH:13]([C:11]#[N:12])[CH:8]=[C:3]1[CH2:4][CH2:5][CH2:6][CH2:7]2. (5) Given the reactants [F:1][CH:2]([F:24])[O:3][C:4]1[CH:5]=[C:6]([N:10]2[CH:15]=[CH:14][C:13](=[O:16])[C:12]([C:17](=O)/[CH:18]=[CH:19]/[N:20](C)C)=[N:11]2)[CH:7]=[CH:8][CH:9]=1.[O:25]1[C:29]2[CH:30]=[CH:31][C:32]([NH:34]N)=[CH:33][C:28]=2[O:27][CH2:26]1.N([O-])=O.[Na+].[Sn](Cl)Cl, predict the reaction product. The product is: [O:25]1[C:29]2[CH:30]=[CH:31][C:32]([N:34]3[C:17]([C:12]4[C:13](=[O:16])[CH:14]=[CH:15][N:10]([C:6]5[CH:7]=[CH:8][CH:9]=[C:4]([O:3][CH:2]([F:24])[F:1])[CH:5]=5)[N:11]=4)=[CH:18][CH:19]=[N:20]3)=[CH:33][C:28]=2[O:27][CH2:26]1. (6) Given the reactants Br[C:2]1[S:6][C:5]([S:7]([NH:10][C@@H:11]([CH2:23][N:24]([CH3:26])[CH3:25])[CH2:12][C:13]([O:15][CH2:16][C:17]2[CH:22]=[CH:21][CH:20]=[CH:19][CH:18]=2)=[O:14])(=[O:9])=[O:8])=[CH:4][CH:3]=1.[C:27]([C:29]1[CH:34]=[CH:33][C:32]([CH3:35])=[CH:31][CH:30]=1)#[CH:28], predict the reaction product. The product is: [CH3:25][N:24]([CH3:26])[CH2:23][C@H:11]([NH:10][S:7]([C:5]1[S:6][C:2]([C:28]#[C:27][C:29]2[CH:34]=[CH:33][C:32]([CH3:35])=[CH:31][CH:30]=2)=[CH:3][CH:4]=1)(=[O:9])=[O:8])[CH2:12][C:13]([O:15][CH2:16][C:17]1[CH:22]=[CH:21][CH:20]=[CH:19][CH:18]=1)=[O:14]. (7) The product is: [Cl:7][C:8]1[CH:9]=[C:10]([SH:15])[CH:11]=[CH:12][C:13]=1[OH:14]. Given the reactants [H-].[Al+3].[Li+].[H-].[H-].[H-].[Cl:7][C:8]1[CH:9]=[C:10]([S:15]C#N)[CH:11]=[CH:12][C:13]=1[OH:14], predict the reaction product. (8) Given the reactants [CH3:1][C:2]1([CH3:24])[C:10]2[CH:9]=[C:8]3[NH:11][C:12]([C:14]4[CH:18]=[C:17]([CH3:19])[NH:16][N:15]=4)=[N:13][C:7]3=[CH:6][C:5]=2[N:4]([CH2:20][C:21]#[N:22])[C:3]1=[O:23], predict the reaction product. The product is: [NH2:22][CH2:21][CH2:20][N:4]1[C:5]2[CH:6]=[C:7]3[N:13]=[C:12]([C:14]4[CH:18]=[C:17]([CH3:19])[NH:16][N:15]=4)[NH:11][C:8]3=[CH:9][C:10]=2[C:2]([CH3:1])([CH3:24])[C:3]1=[O:23].